This data is from Catalyst prediction with 721,799 reactions and 888 catalyst types from USPTO. The task is: Predict which catalyst facilitates the given reaction. (1) Reactant: [C:1](O)([C:3](F)(F)F)=[O:2].CC([N:12]([CH2:16][C:17]1[CH:22]=[CH:21][CH:20]=[C:19]([CH2:23][N:24]2[C:32]3[C:27](=[C:28]([C:33]#[N:34])[CH:29]=[CH:30][CH:31]=3)[C:26]([NH:35][S:36]([C:39]3[S:40][C:41]([Cl:44])=[CH:42][CH:43]=3)(=[O:38])=[O:37])=[N:25]2)[CH:18]=1)C(=O)[O-])(C)C.C(N(CC)CC)C.C(OC(=O)C)(=O)C. Product: [Cl:44][C:41]1[S:40][C:39]([S:36]([NH:35][C:26]2[C:27]3[C:32](=[CH:31][CH:30]=[CH:29][C:28]=3[C:33]#[N:34])[N:24]([CH2:23][C:19]3[CH:18]=[C:17]([CH2:16][NH:12][C:1](=[O:2])[CH3:3])[CH:22]=[CH:21][CH:20]=3)[N:25]=2)(=[O:37])=[O:38])=[CH:43][CH:42]=1. The catalyst class is: 34. (2) Reactant: [Li+].[CH3:2][Si:3]([N-][Si:3]([CH3:5])([CH3:4])[CH3:2])([CH3:5])[CH3:4].[F:11][C:12]1[CH:13]=[CH:14][C:15]([CH3:21])=[C:16]([C:19]=1[F:20])[CH:17]=O.C[Si](Cl)(C)C.[CH2:27]([N:29](CC)CC)[CH3:28].C(Cl)(=[O:36])C. The catalyst class is: 385. Product: [F:11][C:12]1[CH:13]=[CH:14][C:15]([CH3:21])=[C:16]([CH:17]=[N:29][C:27]([O:36][Si:3]([CH3:5])([CH3:4])[CH3:2])=[CH2:28])[C:19]=1[F:20].